From a dataset of CYP3A4 inhibition data for predicting drug metabolism from PubChem BioAssay. Regression/Classification. Given a drug SMILES string, predict its absorption, distribution, metabolism, or excretion properties. Task type varies by dataset: regression for continuous measurements (e.g., permeability, clearance, half-life) or binary classification for categorical outcomes (e.g., BBB penetration, CYP inhibition). Dataset: cyp3a4_veith. (1) The molecule is Oc1ccc(Cc2nccc3cc(O)c(O)cc23)cc1O. The result is 0 (non-inhibitor). (2) The molecule is COc1cccc2c1OC1(C)CC2/C(=C(\C)O)C(=O)N1. The result is 0 (non-inhibitor). (3) The result is 0 (non-inhibitor). The compound is O=C(NCc1ccco1)c1cc(C(=O)C2CC2)c[nH]1. (4) The drug is CCOC(=O)c1sc(NC(=O)CSc2n[nH]c(-c3ccc(Cl)cc3Cl)n2)c(C#N)c1C. The result is 1 (inhibitor). (5) The molecule is CC(=O)NC1(c2cccc(F)c2)CCN(CC(=O)NC(C)C)CC1. The result is 0 (non-inhibitor). (6) The compound is CN(C)CCCN=c1c2ccccc2n(C)c2[nH]c(=O)n(C)c(=O)c12. The result is 0 (non-inhibitor). (7) The molecule is CCn1c(CC(=O)Nc2ccc(C)cc2)nnc1SCC(=O)Nc1nc(C)cs1. The result is 1 (inhibitor).